From a dataset of Peptide-MHC class I binding affinity with 185,985 pairs from IEDB/IMGT. Regression. Given a peptide amino acid sequence and an MHC pseudo amino acid sequence, predict their binding affinity value. This is MHC class I binding data. (1) The peptide sequence is MLKSKNINI. The MHC is HLA-A02:03 with pseudo-sequence HLA-A02:03. The binding affinity (normalized) is 0.833. (2) The MHC is HLA-A31:01 with pseudo-sequence HLA-A31:01. The peptide sequence is VCFMYSDFH. The binding affinity (normalized) is 0.380. (3) The MHC is HLA-A01:01 with pseudo-sequence HLA-A01:01. The binding affinity (normalized) is 0. The peptide sequence is KAALDLSHFL. (4) The peptide sequence is APTLHRLGI. The MHC is HLA-B38:01 with pseudo-sequence HLA-B38:01. The binding affinity (normalized) is 0.0847. (5) The peptide sequence is KQMEDGHTL. The MHC is HLA-B51:01 with pseudo-sequence HLA-B51:01. The binding affinity (normalized) is 0.0847. (6) The peptide sequence is TYPVLEEMF. The MHC is HLA-A11:01 with pseudo-sequence HLA-A11:01. The binding affinity (normalized) is 0. (7) The binding affinity (normalized) is 0.608. The MHC is HLA-A68:01 with pseudo-sequence HLA-A68:01. The peptide sequence is RVFNNYMPY. (8) The peptide sequence is VLFIVDKL. The MHC is H-2-Kb with pseudo-sequence H-2-Kb. The binding affinity (normalized) is 0.294.